Dataset: Merck oncology drug combination screen with 23,052 pairs across 39 cell lines. Task: Regression. Given two drug SMILES strings and cell line genomic features, predict the synergy score measuring deviation from expected non-interaction effect. (1) Drug 1: O=S1(=O)NC2(CN1CC(F)(F)F)C1CCC2Cc2cc(C=CCN3CCC(C(F)(F)F)CC3)ccc2C1. Drug 2: Nc1ccn(C2OC(CO)C(O)C2(F)F)c(=O)n1. Cell line: UWB1289BRCA1. Synergy scores: synergy=15.0. (2) Drug 1: CN1C(=O)C=CC2(C)C3CCC4(C)C(NC(=O)OCC(F)(F)F)CCC4C3CCC12. Drug 2: N.N.O=C(O)C1(C(=O)O)CCC1.[Pt]. Cell line: VCAP. Synergy scores: synergy=19.4. (3) Drug 1: CN(C)C(=N)N=C(N)N. Drug 2: Cc1nc(Nc2ncc(C(=O)Nc3c(C)cccc3Cl)s2)cc(N2CCN(CCO)CC2)n1. Cell line: HT29. Synergy scores: synergy=9.30. (4) Drug 1: N#Cc1ccc(Cn2cncc2CN2CCN(c3cccc(Cl)c3)C(=O)C2)cc1. Drug 2: CCc1c2c(nc3ccc(O)cc13)-c1cc3c(c(=O)n1C2)COC(=O)C3(O)CC. Cell line: COLO320DM. Synergy scores: synergy=6.90. (5) Drug 1: COC12C(COC(N)=O)C3=C(C(=O)C(C)=C(N)C3=O)N1CC1NC12. Drug 2: N#Cc1ccc(Cn2cncc2CN2CCN(c3cccc(Cl)c3)C(=O)C2)cc1. Cell line: MSTO. Synergy scores: synergy=-19.6. (6) Drug 1: C=CCn1c(=O)c2cnc(Nc3ccc(N4CCN(C)CC4)cc3)nc2n1-c1cccc(C(C)(C)O)n1. Drug 2: CCc1cnn2c(NCc3ccc[n+]([O-])c3)cc(N3CCCCC3CCO)nc12. Cell line: HT144. Synergy scores: synergy=-0.0537. (7) Drug 1: O=C(NOCC(O)CO)c1ccc(F)c(F)c1Nc1ccc(I)cc1F. Drug 2: CNC(=O)c1cc(Oc2ccc(NC(=O)Nc3ccc(Cl)c(C(F)(F)F)c3)cc2)ccn1. Cell line: LNCAP. Synergy scores: synergy=2.90.